This data is from Reaction yield outcomes from USPTO patents with 853,638 reactions. The task is: Predict the reaction yield, written as a fraction of the theoretical maximum amount of product (1.0 means a 100% yield; for example, 0.34 means a 34% yield). (1) The reactants are Br[C:2]1[CH:3]=[C:4]([C@H:8]([NH:10][C:11](=[O:17])[O:12][C:13]([CH3:16])([CH3:15])[CH3:14])[CH3:9])[CH:5]=[CH:6][CH:7]=1.CC1(C)C(C)(C)OB([C:26]2[CH:27]=[N:28][N:29](C(OC(C)(C)C)=O)[CH:30]=2)O1.C(=O)([O-])[O-].[K+].[K+].[OH-].[Na+]. The catalyst is O1CCOCC1.C1C=CC([P]([Pd]([P](C2C=CC=CC=2)(C2C=CC=CC=2)C2C=CC=CC=2)([P](C2C=CC=CC=2)(C2C=CC=CC=2)C2C=CC=CC=2)[P](C2C=CC=CC=2)(C2C=CC=CC=2)C2C=CC=CC=2)(C2C=CC=CC=2)C2C=CC=CC=2)=CC=1.O. The product is [NH:28]1[CH:27]=[C:26]([C:2]2[CH:3]=[C:4]([C@H:8]([NH:10][C:11](=[O:17])[O:12][C:13]([CH3:16])([CH3:15])[CH3:14])[CH3:9])[CH:5]=[CH:6][CH:7]=2)[CH:30]=[N:29]1. The yield is 0.745. (2) The reactants are [O:1]=[C:2]([CH3:17])[CH2:3][C:4]1[CH:16]=[CH:15][C:7]([O:8][CH2:9][C:10]([O:12]CC)=[O:11])=[CH:6][CH:5]=1.O.[OH-].[Li+]. The catalyst is C1COCC1. The product is [O:1]=[C:2]([CH3:17])[CH2:3][C:4]1[CH:16]=[CH:15][C:7]([O:8][CH2:9][C:10]([OH:12])=[O:11])=[CH:6][CH:5]=1. The yield is 0.570. (3) The reactants are Br[C:2]1[CH:3]=[C:4]2[C:9](=[CH:10][CH:11]=1)[N:8]=[C:7]([C:12]1[CH:13]=[N:14][CH:15]=[CH:16][CH:17]=1)[N:6]=[C:5]2[NH:18][C:19]1[CH:24]=[CH:23][C:22]([F:25])=[C:21]([Cl:26])[CH:20]=1.[N:27]1([CH2:32][CH2:33][CH2:34][NH2:35])[CH2:31][CH2:30][CH2:29][CH2:28]1.N1CCC[C@H]1C(O)=O.C(=O)([O-])[O-].[K+].[K+]. The catalyst is [Cu]I.O. The product is [Cl:26][C:21]1[CH:20]=[C:19]([NH:18][C:5]2[C:4]3[C:9](=[CH:10][CH:11]=[C:2]([NH:35][CH2:34][CH2:33][CH2:32][N:27]4[CH2:31][CH2:30][CH2:29][CH2:28]4)[CH:3]=3)[N:8]=[C:7]([C:12]3[CH:13]=[N:14][CH:15]=[CH:16][CH:17]=3)[N:6]=2)[CH:24]=[CH:23][C:22]=1[F:25]. The yield is 0.150. (4) The product is [CH3:10][C:8]1[CH:7]=[CH:6][N:5]=[C:4]([N:2]2[C:15]([CH3:16])=[CH:14][C:11]([CH3:12])=[N:3]2)[CH:9]=1. The reactants are Cl.[NH:2]([C:4]1[CH:9]=[C:8]([CH3:10])[CH:7]=[CH:6][N:5]=1)[NH2:3].[C:11]([CH2:14][C:15](=O)[CH3:16])(=O)[CH3:12].[OH-].[Na+]. The catalyst is O. The yield is 0.800. (5) The reactants are C([N:8]([CH2:14][C:15]([F:23])([CH2:21][CH3:22])[C:16]([O:18][CH2:19][CH3:20])=[O:17])[CH:9]1[CH2:13][CH2:12][CH2:11][CH2:10]1)C1C=CC=CC=1.C(O)(C(F)(F)F)=O. The catalyst is C(O)C.[OH-].[OH-].[Pd+2]. The product is [CH:9]1([NH:8][CH2:14][C:15]([F:23])([CH2:21][CH3:22])[C:16]([O:18][CH2:19][CH3:20])=[O:17])[CH2:10][CH2:11][CH2:12][CH2:13]1. The yield is 0.880.